From a dataset of CYP2D6 inhibition data for predicting drug metabolism from PubChem BioAssay. Regression/Classification. Given a drug SMILES string, predict its absorption, distribution, metabolism, or excretion properties. Task type varies by dataset: regression for continuous measurements (e.g., permeability, clearance, half-life) or binary classification for categorical outcomes (e.g., BBB penetration, CYP inhibition). Dataset: cyp2d6_veith. (1) The molecule is COc1ccc(C(=O)n2nc(-c3ccccc3)nc2SC)cc1. The result is 0 (non-inhibitor). (2) The molecule is O=c1c(-c2ccccc2)nc2cnc(N3CCNCC3)nc2n1Cc1ccc(F)cc1. The result is 0 (non-inhibitor). (3) The compound is CCOC(=O)c1cc(-c2ccccc2)sc1NC(=O)C(C)(C)C. The result is 0 (non-inhibitor). (4) The molecule is COC(=O)CN1C(=O)S/C(=C/c2ccc(N3CCCCC3)o2)C1=O. The result is 0 (non-inhibitor).